This data is from Full USPTO retrosynthesis dataset with 1.9M reactions from patents (1976-2016). The task is: Predict the reactants needed to synthesize the given product. (1) Given the product [F:34][C:30]1[CH:29]=[C:28]([C:14]2[N:13]3[C:8]([C:9](=[O:23])[CH2:10][CH:11]([CH3:36])[CH2:12]3)=[C:7]3[N:2]([CH3:1])[C:3](=[O:26])[N:4]([CH3:25])[C:5](=[O:24])[C:6]=23)[CH:33]=[CH:32][CH:31]=1, predict the reactants needed to synthesize it. The reactants are: [CH3:1][N:2]1[C:7]2=[C:8]3[N:13]([C:14](C4C=C(C=CC=4)C#N)=[C:6]2[C:5](=[O:24])[N:4]([CH3:25])[C:3]1=[O:26])[CH2:12][CH2:11][CH2:10][C:9]3=[O:23].Br[C:28]1[CH:33]=[CH:32][CH:31]=[C:30]([F:34])[CH:29]=1.Br[CH2:36]CCC(OC)=O.BrCC(C)CC(OC)=O. (2) Given the product [CH3:11][C:6]1[CH:5]=[C:2]([CH:9]=[C:8]([CH3:13])[C:7]=1[N+:14]([O-:16])=[O:15])[C:1]([OH:4])=[O:3], predict the reactants needed to synthesize it. The reactants are: [C:1]([OH:4])(=[O:3])[CH3:2].[CH3:5][C:6]1[CH:11]=C(C)[CH:9]=[C:8]([CH3:13])[C:7]=1[N+:14]([O-:16])=[O:15].C(O)(C)C. (3) Given the product [CH3:8][NH:9][CH:1]1[CH2:6][CH2:5][CH2:4][CH2:3][CH:2]1[OH:7], predict the reactants needed to synthesize it. The reactants are: [CH:1]12[O:7][CH:2]1[CH2:3][CH2:4][CH2:5][CH2:6]2.[CH3:8][NH2:9]. (4) Given the product [Cl:13][C:8]1[CH:7]=[C:6]([C@H:3]([NH:2][C:19](=[O:20])[O:18][C:15]([CH3:17])([CH3:16])[CH3:14])[CH2:4][OH:5])[CH:11]=[CH:10][C:9]=1[F:12], predict the reactants needed to synthesize it. The reactants are: Cl.[NH2:2][C@@H:3]([C:6]1[CH:11]=[CH:10][C:9]([F:12])=[C:8]([Cl:13])[CH:7]=1)[CH2:4][OH:5].[CH3:14][C:15]([O:18][C:19](O[C:19]([O:18][C:15]([CH3:17])([CH3:16])[CH3:14])=[O:20])=[O:20])([CH3:17])[CH3:16]. (5) The reactants are: [NH2:1][C:2]1[C:11]2[N:12]=[C:13]([CH2:38][O:39][CH2:40][CH3:41])[N:14]([CH2:15][CH2:16][CH2:17][N:18]([CH2:23][C:24]3[CH:25]=[C:26]([CH:35]=[CH:36][CH:37]=3)[O:27][CH2:28][C:29]([O:31][CH:32]([CH3:34])[CH3:33])=[O:30])[C:19](=[O:22])[CH2:20]Cl)[C:10]=2[C:9]2[CH:8]=[CH:7][CH:6]=[CH:5][C:4]=2[N:3]=1.[NH:42]([CH2:45][CH3:46])[CH2:43][CH3:44].N. Given the product [NH2:1][C:2]1[C:11]2[N:12]=[C:13]([CH2:38][O:39][CH2:40][CH3:41])[N:14]([CH2:15][CH2:16][CH2:17][N:18]([CH2:23][C:24]3[CH:25]=[C:26]([CH:35]=[CH:36][CH:37]=3)[O:27][CH2:28][C:29]([O:31][CH:32]([CH3:34])[CH3:33])=[O:30])[C:19](=[O:22])[CH2:20][N:42]([CH2:45][CH3:46])[CH2:43][CH3:44])[C:10]=2[C:9]2[CH:8]=[CH:7][CH:6]=[CH:5][C:4]=2[N:3]=1, predict the reactants needed to synthesize it.